From a dataset of NCI-60 drug combinations with 297,098 pairs across 59 cell lines. Regression. Given two drug SMILES strings and cell line genomic features, predict the synergy score measuring deviation from expected non-interaction effect. (1) Drug 1: CC(C1=C(C=CC(=C1Cl)F)Cl)OC2=C(N=CC(=C2)C3=CN(N=C3)C4CCNCC4)N. Drug 2: CN(CC1=CN=C2C(=N1)C(=NC(=N2)N)N)C3=CC=C(C=C3)C(=O)NC(CCC(=O)O)C(=O)O. Cell line: CAKI-1. Synergy scores: CSS=30.2, Synergy_ZIP=-5.07, Synergy_Bliss=-0.778, Synergy_Loewe=1.97, Synergy_HSA=3.20. (2) Drug 1: CC12CCC3C(C1CCC2O)C(CC4=C3C=CC(=C4)O)CCCCCCCCCS(=O)CCCC(C(F)(F)F)(F)F. Drug 2: C(CCl)NC(=O)N(CCCl)N=O. Cell line: A549. Synergy scores: CSS=3.42, Synergy_ZIP=-1.21, Synergy_Bliss=1.20, Synergy_Loewe=0.787, Synergy_HSA=1.35.